Dataset: Peptide-MHC class II binding affinity with 134,281 pairs from IEDB. Task: Regression. Given a peptide amino acid sequence and an MHC pseudo amino acid sequence, predict their binding affinity value. This is MHC class II binding data. (1) The MHC is DRB1_0401 with pseudo-sequence DRB1_0401. The peptide sequence is VDLAKSLRIAAKIYS. The binding affinity (normalized) is 0.182. (2) The peptide sequence is DVKFPGGGQIVGLVY. The MHC is HLA-DQA10501-DQB10301 with pseudo-sequence HLA-DQA10501-DQB10301. The binding affinity (normalized) is 0.676. (3) The peptide sequence is AAFSRMLSLFFRQHI. The MHC is DRB1_0101 with pseudo-sequence DRB1_0101. The binding affinity (normalized) is 0.584. (4) The peptide sequence is TLMGRYTHYKSRNLN. The MHC is DRB3_0101 with pseudo-sequence DRB3_0101. The binding affinity (normalized) is 0.0633. (5) The peptide sequence is ARTDLLAFTAFPKQI. The MHC is HLA-DQA10201-DQB10202 with pseudo-sequence HLA-DQA10201-DQB10202. The binding affinity (normalized) is 0.220.